This data is from Retrosynthesis with 50K atom-mapped reactions and 10 reaction types from USPTO. The task is: Predict the reactants needed to synthesize the given product. (1) The reactants are: N#Cc1cnc2cnc(F)cc2c1Cl.Nc1cccc(Oc2ccccc2)c1. Given the product N#Cc1cnc2cnc(F)cc2c1Nc1cccc(Oc2ccccc2)c1, predict the reactants needed to synthesize it. (2) Given the product CCCN1CCCC(C#Cc2ccc3ncnc(Nc4ccc(Oc5ccccc5)c(C)c4)c3c2)C1, predict the reactants needed to synthesize it. The reactants are: CCC=O.Cc1cc(Nc2ncnc3ccc(C#CC4CCCNC4)cc23)ccc1Oc1ccccc1. (3) Given the product N#Cc1ccc(N2CCN(c3ccncc3)CC2)cc1, predict the reactants needed to synthesize it. The reactants are: N#Cc1ccc(F)cc1.c1cc(N2CCNCC2)ccn1.